This data is from Forward reaction prediction with 1.9M reactions from USPTO patents (1976-2016). The task is: Predict the product of the given reaction. Given the reactants [CH3:1][C:2]1[C:8]([N+:9]([O-:11])=[O:10])=[CH:7][CH:6]=[CH:5][C:3]=1[NH2:4].[O:12]1[C:16]2[CH:17]=[CH:18][C:19]([CH:21]=O)=[CH:20][C:15]=2[O:14][CH2:13]1, predict the reaction product. The product is: [O:12]1[C:16]2[CH:17]=[CH:18][C:19]([CH2:21][NH:4][C:3]3[CH:5]=[CH:6][CH:7]=[C:8]([N+:9]([O-:11])=[O:10])[C:2]=3[CH3:1])=[CH:20][C:15]=2[O:14][CH2:13]1.